Predict the reaction yield, written as a fraction of the theoretical maximum amount of product (1.0 means a 100% yield; for example, 0.34 means a 34% yield). From a dataset of Reaction yield outcomes from USPTO patents with 853,638 reactions. (1) The reactants are [OH2:1].[NH2:2][NH2:3].Cl[C:5]1[N:10]=[CH:9][C:8]([NH:11][S:12]([C:15]2[CH:20]=[C:19]([F:21])[CH:18]=[C:17]([F:22])[CH:16]=2)(=O)=[O:13])=[CH:7][C:6]=1[C:23]#[N:24]. The catalyst is C(O)C. The product is [NH2:24][C:23]1[C:6]2[C:5](=[N:10][CH:9]=[C:8]([NH:11][S:12]([C:15]3[CH:20]=[C:19]([F:21])[CH:18]=[C:17]([F:22])[CH:16]=3)(=[O:13])=[O:1])[CH:7]=2)[NH:3][N:2]=1. The yield is 1.00. (2) The reactants are [CH3:1][O:2][C:3]1[CH:12]=[CH:11][C:10]2[C:5](=[C:6]([OH:13])[CH:7]=[CH:8][CH:9]=2)[N:4]=1.Br[CH2:15][C:16]([O:18][CH2:19][CH3:20])=[O:17].C([O-])([O-])=O.[K+].[K+]. The catalyst is CC#N. The product is [CH3:1][O:2][C:3]1[CH:12]=[CH:11][C:10]2[C:5](=[C:6]([O:13][CH2:15][C:16]([O:18][CH2:19][CH3:20])=[O:17])[CH:7]=[CH:8][CH:9]=2)[N:4]=1. The yield is 0.940. (3) The reactants are ClC(OCC(C)C)=O.O.[C:10]([NH:17][C@H:18]([C:23]([OH:25])=O)[CH2:19][CH:20]([CH3:22])[CH3:21])([O:12][C:13]([CH3:16])([CH3:15])[CH3:14])=[O:11].CN1CCOCC1.[CH3:33][O:34][CH2:35][CH2:36][CH2:37][NH2:38]. The catalyst is C1COCC1. The product is [CH3:33][O:34][CH2:35][CH2:36][CH2:37][NH:38][C:23](=[O:25])[C@H:18]([CH2:19][CH:20]([CH3:21])[CH3:22])[NH:17][C:10]([O:12][C:13]([CH3:14])([CH3:15])[CH3:16])=[O:11]. The yield is 0.920.